From a dataset of Catalyst prediction with 721,799 reactions and 888 catalyst types from USPTO. Predict which catalyst facilitates the given reaction. Reactant: [CH3:1][O:2][C:3]1[C:4]([N:25]2[CH2:30][CH2:29][CH2:28][C@H:27]([NH:31]C(=O)OC(C)(C)C)[CH2:26]2)=[N:5][C:6]([N:9]2[C:17]3[CH:16]=[C:15]([C:18]4[CH:23]=[N:22][CH:21]=[C:20]([CH3:24])[N:19]=4)[N:14]=[CH:13][C:12]=3[CH:11]=[N:10]2)=[CH:7][CH:8]=1.Cl. Product: [CH3:1][O:2][C:3]1[C:4]([N:25]2[CH2:30][CH2:29][CH2:28][C@H:27]([NH2:31])[CH2:26]2)=[N:5][C:6]([N:9]2[C:17]3[CH:16]=[C:15]([C:18]4[CH:23]=[N:22][CH:21]=[C:20]([CH3:24])[N:19]=4)[N:14]=[CH:13][C:12]=3[CH:11]=[N:10]2)=[CH:7][CH:8]=1. The catalyst class is: 71.